Dataset: Full USPTO retrosynthesis dataset with 1.9M reactions from patents (1976-2016). Task: Predict the reactants needed to synthesize the given product. (1) Given the product [C:4]([C:3]1[N:8]=[C:9]2[CH:14]=[CH:13][C:12]([I:15])=[CH:11][N:10]2[N:2]=1)([CH3:7])([CH3:6])[CH3:5], predict the reactants needed to synthesize it. The reactants are: O[NH:2][C:3](=[N:8][C:9]1[CH:14]=[CH:13][C:12]([I:15])=[CH:11][N:10]=1)[C:4]([CH3:7])([CH3:6])[CH3:5].N1C=CC=CC=1.C1(C)C=CC(S(Cl)(=O)=O)=CC=1. (2) Given the product [F:49][C:2]1([F:1])[CH2:7][C@H:6]([O:8][C:9]2[C:14]([CH3:15])=[CH:13][C:12]([S:16]([NH:19][C:20]3[CH:25]=[CH:24][N:23]=[CH:22][N:21]=3)(=[O:17])=[O:18])=[C:11]([F:37])[CH:10]=2)[C@@H:5]([C:38]2[CH:42]=[N:41][NH:40][CH:39]=2)[CH2:4][CH2:3]1, predict the reactants needed to synthesize it. The reactants are: [F:1][C:2]1([F:49])[CH2:7][C@H:6]([O:8][C:9]2[C:14]([CH3:15])=[CH:13][C:12]([S:16]([N:19](CC3C=CC(OC)=CC=3OC)[C:20]3[CH:25]=[CH:24][N:23]=[CH:22][N:21]=3)(=[O:18])=[O:17])=[C:11]([F:37])[CH:10]=2)[C@@H:5]([C:38]2[CH:39]=[N:40][N:41](C3CCCCO3)[CH:42]=2)[CH2:4][CH2:3]1.C([SiH](CC)CC)C.FC(F)(F)C(O)=O.ClCCl. (3) The reactants are: [S:1]1[CH:5]=[CH:4][CH:3]=[C:2]1[C:6]([NH:8][NH:9][C:10](=[O:12])[CH3:11])=O.P(Cl)(Cl)(Cl)=O. Given the product [CH3:11][C:10]1[O:12][C:6]([C:2]2[S:1][CH:5]=[CH:4][CH:3]=2)=[N:8][N:9]=1, predict the reactants needed to synthesize it. (4) Given the product [Cl:1][C:2]1[C:7]([Cl:8])=[C:6]([C:9]([OH:18])([C:14]([F:15])([F:16])[F:17])[C:10]([F:13])([F:12])[F:11])[CH:5]=[CH:4][C:3]=1[C:19]1[S:23][C:22]([C:24]([N:26]2[CH2:34][C:28]3([CH2:29][S:30](=[N:33][CH3:45])(=[O:32])[CH2:31]3)[CH2:27]2)=[O:25])=[N:21][C:20]=1[C:35]([N:37]1[CH2:41][C:40]([F:42])([F:43])[CH2:39][C@@H:38]1[CH3:44])=[O:36], predict the reactants needed to synthesize it. The reactants are: [Cl:1][C:2]1[C:7]([Cl:8])=[C:6]([C:9]([OH:18])([C:14]([F:17])([F:16])[F:15])[C:10]([F:13])([F:12])[F:11])[CH:5]=[CH:4][C:3]=1[C:19]1[S:23][C:22]([C:24]([N:26]2[CH2:34][C:28]3([CH2:31][S:30](=[NH:33])(=[O:32])[CH2:29]3)[CH2:27]2)=[O:25])=[N:21][C:20]=1[C:35]([N:37]1[CH2:41][C:40]([F:43])([F:42])[CH2:39][C@@H:38]1[CH3:44])=[O:36].[C:45]([O-])([O-])=O.[K+].[K+].CI. (5) Given the product [CH:16]([N:19]([CH2:20][C:21]1[O:25][N:24]=[C:23]([C:26]2[CH:31]=[CH:30][CH:29]=[CH:28][CH:27]=2)[N:22]=1)[C:9](=[O:10])[CH2:8][O:7][C:6]1[CH:12]=[CH:13][C:3]([C:2]([F:15])([F:14])[F:1])=[CH:4][CH:5]=1)([CH3:18])[CH3:17], predict the reactants needed to synthesize it. The reactants are: [F:1][C:2]([F:15])([F:14])[C:3]1[CH:13]=[CH:12][C:6]([O:7][CH2:8][C:9](Cl)=[O:10])=[CH:5][CH:4]=1.[CH:16]([NH:19][CH2:20][C:21]1[O:25][N:24]=[C:23]([C:26]2[CH:31]=[CH:30][CH:29]=[CH:28][CH:27]=2)[N:22]=1)([CH3:18])[CH3:17].C(N(CC)CC)C. (6) Given the product [Cl:1][C:2]1[CH:3]=[CH:4][C:5]([CH:8]([CH3:13])[C:9]([OH:11])=[O:10])=[CH:6][CH:7]=1, predict the reactants needed to synthesize it. The reactants are: [Cl:1][C:2]1[CH:7]=[CH:6][C:5]([CH2:8][C:9]([OH:11])=[O:10])=[CH:4][CH:3]=1.Cl[C:13]1C=CC=CC=1C(C)C(O)=O. (7) Given the product [C:49]([O:48][C:46]([N:38]([C:39]([O:41][C:42]([CH3:43])([CH3:44])[CH3:45])=[O:40])[C:34]1[C:35]2[C:30](=[CH:29][C:28]([NH:27][CH:55]([C:18]3[CH:19]=[CH:20][C:15]([CH2:14][CH2:13][O:12][C:10](=[O:11])[NH:9][C:5]4[CH:6]=[CH:7][CH:8]=[C:3]([C:1]#[N:2])[CH:4]=4)=[C:16]([O:24][CH2:25][CH3:26])[CH:17]=3)[C:54]([OH:58])=[O:57])=[CH:37][CH:36]=2)[CH:31]=[CH:32][N:33]=1)=[O:47])([CH3:52])([CH3:51])[CH3:50], predict the reactants needed to synthesize it. The reactants are: [C:1]([C:3]1[CH:4]=[C:5]([NH:9][C:10]([O:12][CH2:13][CH2:14][C:15]2[CH:20]=[CH:19][C:18](B(O)O)=[CH:17][C:16]=2[O:24][CH2:25][CH3:26])=[O:11])[CH:6]=[CH:7][CH:8]=1)#[N:2].[NH2:27][C:28]1[CH:29]=[C:30]2[C:35](=[CH:36][CH:37]=1)[C:34]([N:38]([C:46]([O:48][C:49]([CH3:52])([CH3:51])[CH3:50])=[O:47])[C:39]([O:41][C:42]([CH3:45])([CH3:44])[CH3:43])=[O:40])=[N:33][CH:32]=[CH:31]2.O.[C:54]([OH:58])(=[O:57])[CH:55]=O. (8) The reactants are: Br[C:2]1[CH:7]=[CH:6][C:5]([NH:8][C:9]([C:11]2[N:12]([CH2:18][O:19][CH2:20][CH2:21][Si:22]([CH3:25])([CH3:24])[CH3:23])[CH:13]=[C:14]([C:16]#[N:17])[N:15]=2)=[O:10])=[C:4]([C:26]2[CH2:31][CH2:30][CH2:29][CH2:28][CH:27]=2)[CH:3]=1.CC1(C)C(C)(C)OB([C:40]2[CH:45]=[CH:44][C:43]([NH2:46])=[CH:42][CH:41]=2)O1.C([O-])([O-])=O.[Na+].[Na+].CCOC(C)=O. Given the product [NH2:46][C:43]1[CH:44]=[CH:45][C:40]([C:2]2[CH:7]=[CH:6][C:5]([NH:8][C:9]([C:11]3[N:12]([CH2:18][O:19][CH2:20][CH2:21][Si:22]([CH3:24])([CH3:23])[CH3:25])[CH:13]=[C:14]([C:16]#[N:17])[N:15]=3)=[O:10])=[C:4]([C:26]3[CH2:31][CH2:30][CH2:29][CH2:28][CH:27]=3)[CH:3]=2)=[CH:41][CH:42]=1, predict the reactants needed to synthesize it. (9) Given the product [S:1]1[C:5]2[CH:6]=[CH:7][CH:8]=[CH:9][C:4]=2[C:3]([NH:10][CH2:11][CH2:12][CH2:13][NH:14][CH2:29][C:26]2[CH:25]=[CH:24][C:23]([C:20]3[CH:21]=[CH:22][C:17]([O:16][CH3:15])=[CH:18][CH:19]=3)=[CH:28][CH:27]=2)=[N:2]1, predict the reactants needed to synthesize it. The reactants are: [S:1]1[C:5]2[CH:6]=[CH:7][CH:8]=[CH:9][C:4]=2[C:3]([NH:10][CH2:11][CH2:12][CH2:13][NH2:14])=[N:2]1.[CH3:15][O:16][C:17]1[CH:22]=[CH:21][C:20]([C:23]2[CH:28]=[CH:27][C:26]([CH:29]=O)=[CH:25][CH:24]=2)=[CH:19][CH:18]=1.C(O[BH-](OC(=O)C)OC(=O)C)(=O)C.[Na+].C(O)(=O)C. (10) Given the product [CH:36]1([N:35]([CH2:39][C:40]2[CH:53]=[C:52]([CH2:54][CH2:55][CH2:56][O:57][CH3:58])[CH:51]=[C:42]([O:43][CH2:44][C@@H:45]3[CH2:47][C@H:46]3[C:48]([O:50][CH2:66][C:67]([N:69]([CH3:71])[CH3:70])=[O:68])=[O:49])[CH:41]=2)[C:33]([C@@H:10]2[C@@H:11]([C:14]3[CH:19]=[CH:18][C:17]([O:20][CH2:21][CH2:22][O:23][C:24]4[C:29]([Cl:30])=[CH:28][C:27]([CH3:31])=[CH:26][C:25]=4[Cl:32])=[CH:16][CH:15]=3)[CH2:12][CH2:13][N:8]([C:6]([O:5][C:1]([CH3:2])([CH3:4])[CH3:3])=[O:7])[CH2:9]2)=[O:34])[CH2:37][CH2:38]1, predict the reactants needed to synthesize it. The reactants are: [C:1]([O:5][C:6]([N:8]1[CH2:13][CH2:12][C@H:11]([C:14]2[CH:19]=[CH:18][C:17]([O:20][CH2:21][CH2:22][O:23][C:24]3[C:29]([Cl:30])=[CH:28][C:27]([CH3:31])=[CH:26][C:25]=3[Cl:32])=[CH:16][CH:15]=2)[C@@H:10]([C:33]([N:35]([CH2:39][C:40]2[CH:41]=[C:42]([CH:51]=[C:52]([CH2:54][CH2:55][CH2:56][O:57][CH3:58])[CH:53]=2)[O:43][CH2:44][C@@H:45]2[CH2:47][C@H:46]2[C:48]([OH:50])=[O:49])[CH:36]2[CH2:38][CH2:37]2)=[O:34])[CH2:9]1)=[O:7])([CH3:4])([CH3:3])[CH3:2].C(=O)([O-])[O-].[Cs+].[Cs+].Cl[CH2:66][C:67]([N:69]([CH3:71])[CH3:70])=[O:68].